Dataset: Forward reaction prediction with 1.9M reactions from USPTO patents (1976-2016). Task: Predict the product of the given reaction. (1) The product is: [N:1]1([CH2:5][C@@H:6]([NH:7][C:20]2[C:21]3[CH:29]=[CH:28][CH:27]=[C:26]([C:30]([NH2:32])=[O:31])[C:22]=3[N:23]=[N:24][N:25]=2)[C:8]2[CH:13]=[CH:12][C:11]([Cl:14])=[C:10]([C:15]([F:18])([F:16])[F:17])[CH:9]=2)[CH2:4][CH2:3][CH2:2]1. Given the reactants [N:1]1([CH2:5][C@H:6]([C:8]2[CH:13]=[CH:12][C:11]([Cl:14])=[C:10]([C:15]([F:18])([F:17])[F:16])[CH:9]=2)[NH2:7])[CH2:4][CH2:3][CH2:2]1.O[C:20]1[C:21]2[CH:29]=[CH:28][CH:27]=[C:26]([C:30]([NH2:32])=[O:31])[C:22]=2[N:23]=[N:24][N:25]=1, predict the reaction product. (2) Given the reactants [OH:1][C@@:2]1([CH2:19][CH2:20][C:21]([O:23]CC)=O)[C:7](=O)[CH2:6][C@H:5]([C:9]2[CH:14]=[CH:13][N:12]=[CH:11][C:10]=2[N+:15]([O-:17])=[O:16])[O:4][C@@H:3]1[CH3:18].CC(O)=O.[C:30]1([CH2:36][NH2:37])[CH:35]=[CH:34][CH:33]=[CH:32][CH:31]=1.[BH4-].[Na+], predict the reaction product. The product is: [CH2:36]([N:37]1[C:21](=[O:23])[CH2:20][CH2:19][C@@:2]2([OH:1])[C@@H:3]([CH3:18])[O:4][C@@H:5]([C:9]3[CH:14]=[CH:13][N:12]=[CH:11][C:10]=3[N+:15]([O-:17])=[O:16])[CH2:6][C@@H:7]12)[C:30]1[CH:35]=[CH:34][CH:33]=[CH:32][CH:31]=1.